From a dataset of CYP3A4 inhibition data for predicting drug metabolism from PubChem BioAssay. Regression/Classification. Given a drug SMILES string, predict its absorption, distribution, metabolism, or excretion properties. Task type varies by dataset: regression for continuous measurements (e.g., permeability, clearance, half-life) or binary classification for categorical outcomes (e.g., BBB penetration, CYP inhibition). Dataset: cyp3a4_veith. (1) The drug is COc1ccc(CCNC(=O)C2CCN(S(=O)(=O)c3cccc4nsnc34)CC2)cc1OC. The result is 1 (inhibitor). (2) The compound is O=C(O)c1cccc2cccc(-c3cccc4cccc(C(=O)O)c34)c12. The result is 0 (non-inhibitor).